Dataset: Catalyst prediction with 721,799 reactions and 888 catalyst types from USPTO. Task: Predict which catalyst facilitates the given reaction. Reactant: [CH3:1][N:2]([CH:29]1[CH2:34][C:33]([CH3:36])([CH3:35])[NH:32][C:31]([CH3:38])([CH3:37])[CH2:30]1)[C:3]1[N:8]=[N:7][C:6]([C:9]2[CH:14]=[CH:13][C:12]([C:15]3[N:16]=[CH:17][N:18](COCC[Si](C)(C)C)[CH:19]=3)=[CH:11][C:10]=2[OH:28])=[CH:5][CH:4]=1.C(Cl)Cl.Cl.B(Br)(Br)Br. Product: [NH:18]1[CH:19]=[C:15]([C:12]2[CH:13]=[CH:14][C:9]([C:6]3[N:7]=[N:8][C:3]([N:2]([CH3:1])[CH:29]4[CH2:34][C:33]([CH3:35])([CH3:36])[NH:32][C:31]([CH3:38])([CH3:37])[CH2:30]4)=[CH:4][CH:5]=3)=[C:10]([OH:28])[CH:11]=2)[N:16]=[CH:17]1. The catalyst class is: 14.